From a dataset of Catalyst prediction with 721,799 reactions and 888 catalyst types from USPTO. Predict which catalyst facilitates the given reaction. (1) Reactant: C([O:4][C@H:5]([C:46]1[CH:51]=[CH:50][C:49]([F:52])=[CH:48][CH:47]=1)[CH2:6][CH2:7][C@H:8]1[C:11](=[O:12])[N:10]([C:13]2[CH:18]=[CH:17][C:16]([CH2:19][CH2:20][C:21]3[NH:25][N:24]=[CH:23][N:22]=3)=[CH:15][CH:14]=2)[C@@H:9]1[C:26]1[CH:31]=[CH:30][C:29]([CH2:32][CH2:33][C:34]([CH2:41][O:42]C(=O)C)([OH:40])[CH2:35][O:36]C(=O)C)=[CH:28][CH:27]=1)(=O)C.Cl. Product: [OH:40][C:34]([CH2:41][OH:42])([CH2:35][OH:36])[CH2:33][CH2:32][C:29]1[CH:30]=[CH:31][C:26]([C@H:9]2[N:10]([C:13]3[CH:14]=[CH:15][C:16]([CH2:19][CH2:20][C:21]4[NH:25][N:24]=[CH:23][N:22]=4)=[CH:17][CH:18]=3)[C:11](=[O:12])[C@@H:8]2[CH2:7][CH2:6][C@@H:5]([C:46]2[CH:51]=[CH:50][C:49]([F:52])=[CH:48][CH:47]=2)[OH:4])=[CH:27][CH:28]=1. The catalyst class is: 14. (2) Reactant: [H-].[Na+].[F:3][C:4]1[CH:5]=[C:6]([CH:20]=[C:21]([F:23])[CH:22]=1)[C:7]([C:9]1[CH:18]=[C:17]([CH3:19])[C:12]2[NH:13][C:14](=[O:16])[O:15][C:11]=2[CH:10]=1)=[O:8].I[CH3:25]. Product: [F:3][C:4]1[CH:5]=[C:6]([CH:20]=[C:21]([F:23])[CH:22]=1)[C:7]([C:9]1[CH:18]=[C:17]([CH3:19])[C:12]2[N:13]([CH3:25])[C:14](=[O:16])[O:15][C:11]=2[CH:10]=1)=[O:8]. The catalyst class is: 3. (3) The catalyst class is: 53. Reactant: [F:1][C:2]1[C:7]([CH3:8])=[CH:6][CH:5]=[CH:4][N:3]=1.[Br:9]N1C(=O)CCC1=O.C(OOC(=O)C1C=CC=CC=1)(=O)C1C=CC=CC=1.CCCCCC. Product: [Br:9][CH2:8][C:7]1[C:2]([F:1])=[N:3][CH:4]=[CH:5][CH:6]=1. (4) Reactant: [C:1]1([CH2:7][C:8]([C:10]2[CH:17]=[CH:16][C:13]([CH:14]=O)=[CH:12][CH:11]=2)=[O:9])[CH:6]=[CH:5][CH:4]=[CH:3][CH:2]=1.[NH:18]1[CH2:21][CH:20]([C:22]([OH:24])=[O:23])[CH2:19]1.[CH3:25]C(O)=O.[BH3-]C#N.[Na+]. Product: [C:1]1([CH2:7][C:8]([C:10]2[CH:17]=[CH:16][C:13]([CH2:14][N:18]3[CH2:25][CH2:19][CH:20]([C:22]([OH:24])=[O:23])[CH2:21]3)=[CH:12][CH:11]=2)=[O:9])[CH:6]=[CH:5][CH:4]=[CH:3][CH:2]=1. The catalyst class is: 5. (5) Reactant: [CH2:1]([O:3][C:4](=[O:16])[CH2:5][CH2:6][C:7]([C:9]1[CH:14]=[CH:13][C:12]([OH:15])=[CH:11][CH:10]=1)=[O:8])[CH3:2].Br[CH2:18][CH2:19][CH2:20][Cl:21].C(=O)([O-])[O-].[K+].[K+]. Product: [CH2:1]([O:3][C:4](=[O:16])[CH2:5][CH2:6][C:7]([C:9]1[CH:10]=[CH:11][C:12]([O:15][CH2:18][CH2:19][CH2:20][Cl:21])=[CH:13][CH:14]=1)=[O:8])[CH3:2]. The catalyst class is: 10. (6) Reactant: [Cl:1][C:2]1[CH:7]=[CH:6][C:5](/[CH:8]=[CH:9]/[C:10]([N:12]2[CH2:17][CH2:16][N:15](C(OC(C)(C)C)=O)[CH2:14][CH2:13]2)=[O:11])=[C:4]([CH2:25][N:26]2[N:30]=[N:29][C:28]([CH3:31])=[N:27]2)[CH:3]=1.C(O)(C(F)(F)F)=O. Product: [Cl:1][C:2]1[CH:7]=[CH:6][C:5](/[CH:8]=[CH:9]/[C:10]([N:12]2[CH2:13][CH2:14][NH:15][CH2:16][CH2:17]2)=[O:11])=[C:4]([CH2:25][N:26]2[N:30]=[N:29][C:28]([CH3:31])=[N:27]2)[CH:3]=1. The catalyst class is: 2.